This data is from Forward reaction prediction with 1.9M reactions from USPTO patents (1976-2016). The task is: Predict the product of the given reaction. (1) Given the reactants [CH2:1]([O:3][P:4]([CH:9]([F:11])[F:10])(=[O:8])[O:5][CH2:6][CH3:7])[CH3:2].[Li+].CC([N-]C(C)C)C.[CH3:20][C:21]([C:26]1[CH:31]=[C:30]([F:32])[CH:29]=[CH:28][C:27]=1[O:33][CH3:34])([CH3:25])[CH2:22][CH:23]=[O:24].C(O)(=O)C, predict the reaction product. The product is: [CH2:1]([O:3][P:4]([C:9]([F:11])([F:10])[CH:23]([OH:24])[CH2:22][C:21]([C:26]1[CH:31]=[C:30]([F:32])[CH:29]=[CH:28][C:27]=1[O:33][CH3:34])([CH3:25])[CH3:20])(=[O:8])[O:5][CH2:6][CH3:7])[CH3:2]. (2) Given the reactants Cl[C:2]1[N:7]=[C:6]([F:8])[C:5]2[O:9][C:10]3[C:15]([C@@:16]4([CH2:20][O:19][C:18]([NH2:21])=[N:17]4)[C:4]=2[CH:3]=1)=[CH:14][C:13]([C:22]1[C:23]([F:28])=[N:24][CH:25]=[CH:26][CH:27]=1)=[CH:12][CH:11]=3.[O:29]1[CH2:34][CH:33]=[C:32](B2OC(C)(C)C(C)(C)O2)[CH2:31][CH2:30]1.P([O-])([O-])([O-])=O.[K+].[K+].[K+], predict the reaction product. The product is: [O:29]1[CH2:30][CH:31]=[C:32]([C:2]2[N:7]=[C:6]([F:8])[C:5]3[O:9][C:10]4[C:15]([C@@:16]5([CH2:20][O:19][C:18]([NH2:21])=[N:17]5)[C:4]=3[CH:3]=2)=[CH:14][C:13]([C:22]2[C:23]([F:28])=[N:24][CH:25]=[CH:26][CH:27]=2)=[CH:12][CH:11]=4)[CH2:33][CH2:34]1. (3) Given the reactants [N:1]([C:4]1[CH:5]=[C:6]([CH:28]=[CH:29][CH:30]=1)[C:7]([NH2+:9][C@H:10]([C:23](=[O:27])[CH:24]=[N+]=[N-])[CH2:11][CH2:12][CH2:13][CH2:14][NH:15][C:16]([O:18][C:19]([CH3:22])([CH3:21])[CH3:20])=[O:17])=[O:8])=[N+:2]=[N-:3].[BrH:31].CC(O)=O, predict the reaction product. The product is: [C:19]([O:18][C:16](=[O:17])[NH:15][CH2:14][CH2:13][CH2:12][CH2:11][C@H:10]([NH:9][C:7](=[O:8])[C:6]1[CH:28]=[CH:29][CH:30]=[C:4]([N:1]=[N+:2]=[N-:3])[CH:5]=1)[C:23](=[O:27])[CH2:24][Br:31])([CH3:22])([CH3:21])[CH3:20].